This data is from Forward reaction prediction with 1.9M reactions from USPTO patents (1976-2016). The task is: Predict the product of the given reaction. (1) Given the reactants [NH2:1][C@@H:2]([CH2:7][CH2:8][S:9][C:10]1[CH:15]=[CH:14][CH:13]=[CH:12][N:11]=1)[C:3]([O:5][CH3:6])=[O:4].[F:16][C:17]([F:28])([F:27])[C:18]([C:20]1[CH:25]=[CH:24][C:23]([F:26])=[CH:22][CH:21]=1)=O.CCN(C(C)C)C(C)C.C([BH3-])#N.[Na+].[O-]S([O-])(=O)=O.[Mg+2], predict the reaction product. The product is: [CH3:6][O:5][C:3](=[O:4])[C@@H:2]([NH:1][CH:18]([C:20]1[CH:25]=[CH:24][C:23]([F:26])=[CH:22][CH:21]=1)[C:17]([F:16])([F:28])[F:27])[CH2:7][CH2:8][S:9][C:10]1[CH:15]=[CH:14][CH:13]=[CH:12][N:11]=1. (2) Given the reactants CS(C)=O.C(Cl)(=O)C(Cl)=O.[C:11]([O:19][CH2:20][C@H:21]1[C@H:25]([CH:26]([OH:33])[CH2:27][CH:28]2[O:32][CH2:31][CH2:30][O:29]2)[O:24][C:23]([CH3:35])([CH3:34])[O:22]1)(=[O:18])[C:12]1[CH:17]=[CH:16][CH:15]=[CH:14][CH:13]=1.C(N(CC)CC)C, predict the reaction product. The product is: [C:11]([O:19][CH2:20][C@H:21]1[C@H:25]([C:26](=[O:33])[CH2:27][CH:28]2[O:32][CH2:31][CH2:30][O:29]2)[O:24][C:23]([CH3:35])([CH3:34])[O:22]1)(=[O:18])[C:12]1[CH:17]=[CH:16][CH:15]=[CH:14][CH:13]=1.